Dataset: Forward reaction prediction with 1.9M reactions from USPTO patents (1976-2016). Task: Predict the product of the given reaction. Given the reactants [CH2:1]([N:3]([CH2:21][CH2:22][C:23]1[N:24]=[CH:25][NH:26][CH:27]=1)[C:4](=[O:20])[NH:5][C@@H:6]([CH2:11][C:12]1[CH:17]=[CH:16][C:15]([O:18][CH3:19])=[CH:14][CH:13]=1)[C:7]([O:9]C)=[O:8])[CH3:2].[OH-].[Li+], predict the reaction product. The product is: [CH2:1]([N:3]([CH2:21][CH2:22][C:23]1[N:24]=[CH:25][NH:26][CH:27]=1)[C:4](=[O:20])[NH:5][CH:6]([CH2:11][C:12]1[CH:13]=[CH:14][C:15]([O:18][CH3:19])=[CH:16][CH:17]=1)[C:7]([OH:9])=[O:8])[CH3:2].